This data is from Merck oncology drug combination screen with 23,052 pairs across 39 cell lines. The task is: Regression. Given two drug SMILES strings and cell line genomic features, predict the synergy score measuring deviation from expected non-interaction effect. (1) Drug 1: Nc1ccn(C2OC(CO)C(O)C2(F)F)c(=O)n1. Drug 2: Cn1nnc2c(C(N)=O)ncn2c1=O. Cell line: UACC62. Synergy scores: synergy=11.9. (2) Drug 1: O=S1(=O)NC2(CN1CC(F)(F)F)C1CCC2Cc2cc(C=CCN3CCC(C(F)(F)F)CC3)ccc2C1. Drug 2: O=C(NOCC(O)CO)c1ccc(F)c(F)c1Nc1ccc(I)cc1F. Cell line: SW620. Synergy scores: synergy=-5.54. (3) Drug 1: O=C(CCCCCCC(=O)Nc1ccccc1)NO. Drug 2: O=C(O)C1(Cc2cccc(Nc3nccs3)n2)CCC(Oc2cccc(Cl)c2F)CC1. Cell line: EFM192B. Synergy scores: synergy=0.111.